This data is from Reaction yield outcomes from USPTO patents with 853,638 reactions. The task is: Predict the reaction yield, written as a fraction of the theoretical maximum amount of product (1.0 means a 100% yield; for example, 0.34 means a 34% yield). (1) The reactants are [F:1][C:2]1[CH:7]=[C:6]([N:8]2[CH2:12][C@H:11]([CH2:13][OH:14])[O:10][C:9]2=[O:15])[CH:5]=[CH:4][C:3]=1[C:16]1[CH:21]=[CH:20][C:19]([CH2:22][O:23][C@@H:24]2[CH2:29][O:28][C:27]3=[N:30][C:31]([N+:33]([O-:35])=[O:34])=[CH:32][N:26]3[CH2:25]2)=[CH:18][CH:17]=1.C([SiH2]OC(C)(C)[C@@H]1OC(=O)N(C2C=CC(C3C=CC(CO[C@@H]4COC5=NC([N+]([O-])=O)=CN5C4)=CC=3)=C(F)C=2)C1)(C)(C)C.CCCC[N+](CCCC)(CCCC)CCCC.[F-]. The catalyst is C1COCC1.CCOC(C)=O. The product is [F:1][C:2]1[CH:7]=[C:6]([N:8]2[CH2:12][C@@H:11]([CH2:13][OH:14])[O:10][C:9]2=[O:15])[CH:5]=[CH:4][C:3]=1[C:16]1[CH:17]=[CH:18][C:19]([CH2:22][O:23][C@H:24]2[CH2:29][O:28][C:27]3=[N:30][C:31]([N+:33]([O-:35])=[O:34])=[CH:32][N:26]3[CH2:25]2)=[CH:20][CH:21]=1. The yield is 0.640. (2) The reactants are O[CH2:2][C:3]1[CH:12]=[N:11][C:10]2[N:9]3[CH2:13][CH2:14][S:15][CH2:16][C@H:8]3[C:7](=[O:17])[NH:6][C:5]=2[CH:4]=1.[I-].C(C[P+](C)(C)C)#N.Cl.[CH2:27]([NH:29][C:30](=[O:44])[C:31]1[CH:36]=[CH:35][C:34]([N:37]2[CH2:42][CH2:41][NH:40][CH2:39][CH2:38]2)=[C:33]([F:43])[CH:32]=1)[CH3:28].CCN(C(C)C)C(C)C. The catalyst is C(#N)CC.CS(C)=O. The product is [CH2:27]([NH:29][C:30](=[O:44])[C:31]1[CH:36]=[CH:35][C:34]([N:37]2[CH2:42][CH2:41][N:40]([CH2:2][C:3]3[CH:12]=[N:11][C:10]4[N:9]5[CH2:13][CH2:14][S:15][CH2:16][C@H:8]5[C:7](=[O:17])[NH:6][C:5]=4[CH:4]=3)[CH2:39][CH2:38]2)=[C:33]([F:43])[CH:32]=1)[CH3:28]. The yield is 0.340. (3) The reactants are C([O:3][C:4]([C@H:6]1[CH2:11][CH2:10][CH2:9][N:8]([C:12]([C:14]2[S:15][C:16]([C:19]3[C:23]([CH3:24])=[C:22]([C:25]([F:28])([F:27])[F:26])[O:21][N:20]=3)=[CH:17][CH:18]=2)=[O:13])[CH2:7]1)=O)C.[NH3:29]. No catalyst specified. The product is [CH3:24][C:23]1[C:19]([C:16]2[S:15][C:14]([C:12]([N:8]3[CH2:9][CH2:10][CH2:11][C@H:6]([C:4]([NH2:29])=[O:3])[CH2:7]3)=[O:13])=[CH:18][CH:17]=2)=[N:20][O:21][C:22]=1[C:25]([F:27])([F:28])[F:26]. The yield is 0.860. (4) The reactants are Cl[C:2]1[N:7]=[C:6]([NH:8][C:9]2[CH:10]=[C:11]3[C:15](=[CH:16][CH:17]=2)[NH:14][N:13]=[CH:12]3)[C:5]([F:18])=[CH:4][N:3]=1.[CH3:19][O:20][C:21]1[CH:22]=[C:23]2[C:27](=[CH:28][CH:29]=1)[CH2:26][NH:25][CH2:24]2.CCN(C(C)C)C(C)C. The catalyst is C(#N)C. The product is [F:18][C:5]1[C:6]([NH:8][C:9]2[CH:10]=[C:11]3[C:15](=[CH:16][CH:17]=2)[NH:14][N:13]=[CH:12]3)=[N:7][C:2]([N:25]2[CH2:24][C:23]3[C:27](=[CH:28][CH:29]=[C:21]([O:20][CH3:19])[CH:22]=3)[CH2:26]2)=[N:3][CH:4]=1. The yield is 0.121.